Dataset: NCI-60 drug combinations with 297,098 pairs across 59 cell lines. Task: Regression. Given two drug SMILES strings and cell line genomic features, predict the synergy score measuring deviation from expected non-interaction effect. (1) Drug 1: CC1CCC2CC(C(=CC=CC=CC(CC(C(=O)C(C(C(=CC(C(=O)CC(OC(=O)C3CCCCN3C(=O)C(=O)C1(O2)O)C(C)CC4CCC(C(C4)OC)O)C)C)O)OC)C)C)C)OC. Drug 2: CCC1(CC2CC(C3=C(CCN(C2)C1)C4=CC=CC=C4N3)(C5=C(C=C6C(=C5)C78CCN9C7C(C=CC9)(C(C(C8N6C)(C(=O)OC)O)OC(=O)C)CC)OC)C(=O)OC)O.OS(=O)(=O)O. Cell line: SNB-19. Synergy scores: CSS=2.37, Synergy_ZIP=-0.425, Synergy_Bliss=0.315, Synergy_Loewe=0.192, Synergy_HSA=0.501. (2) Drug 1: CC1=C(C(=CC=C1)Cl)NC(=O)C2=CN=C(S2)NC3=CC(=NC(=N3)C)N4CCN(CC4)CCO. Drug 2: C(CC(=O)O)C(=O)CN.Cl. Cell line: ACHN. Synergy scores: CSS=26.0, Synergy_ZIP=-6.56, Synergy_Bliss=-2.29, Synergy_Loewe=-66.5, Synergy_HSA=1.89. (3) Drug 1: CN(CCCl)CCCl.Cl. Drug 2: CCC1(C2=C(COC1=O)C(=O)N3CC4=CC5=C(C=CC(=C5CN(C)C)O)N=C4C3=C2)O.Cl. Cell line: BT-549. Synergy scores: CSS=30.9, Synergy_ZIP=-2.92, Synergy_Bliss=1.10, Synergy_Loewe=0.246, Synergy_HSA=3.67. (4) Drug 1: CC1=C(C=C(C=C1)NC(=O)C2=CC=C(C=C2)CN3CCN(CC3)C)NC4=NC=CC(=N4)C5=CN=CC=C5. Drug 2: CN(CCCl)CCCl.Cl. Cell line: NCI-H226. Synergy scores: CSS=6.40, Synergy_ZIP=-1.56, Synergy_Bliss=2.14, Synergy_Loewe=1.85, Synergy_HSA=1.75. (5) Drug 1: C1=C(C(=O)NC(=O)N1)N(CCCl)CCCl. Drug 2: C1=NC2=C(N1)C(=S)N=C(N2)N. Cell line: A498. Synergy scores: CSS=39.8, Synergy_ZIP=-10.3, Synergy_Bliss=-1.30, Synergy_Loewe=0.910, Synergy_HSA=2.40. (6) Drug 1: C1=CC(=C2C(=C1NCCNCCO)C(=O)C3=C(C=CC(=C3C2=O)O)O)NCCNCCO. Drug 2: C1C(C(OC1N2C=NC(=NC2=O)N)CO)O. Synergy scores: CSS=55.1, Synergy_ZIP=5.89, Synergy_Bliss=6.11, Synergy_Loewe=-9.29, Synergy_HSA=7.92. Cell line: HOP-62. (7) Drug 1: C1C(C(OC1N2C=NC3=C(N=C(N=C32)Cl)N)CO)O. Drug 2: C1CC(C1)(C(=O)O)C(=O)O.[NH2-].[NH2-].[Pt+2]. Cell line: HCT116. Synergy scores: CSS=53.1, Synergy_ZIP=-3.04, Synergy_Bliss=-2.71, Synergy_Loewe=-22.4, Synergy_HSA=-0.246. (8) Drug 1: CC=C1C(=O)NC(C(=O)OC2CC(=O)NC(C(=O)NC(CSSCCC=C2)C(=O)N1)C(C)C)C(C)C. Drug 2: C1=NC(=NC(=O)N1C2C(C(C(O2)CO)O)O)N. Cell line: LOX IMVI. Synergy scores: CSS=59.1, Synergy_ZIP=-3.66, Synergy_Bliss=-8.28, Synergy_Loewe=-7.01, Synergy_HSA=-3.09. (9) Drug 1: CCCCC(=O)OCC(=O)C1(CC(C2=C(C1)C(=C3C(=C2O)C(=O)C4=C(C3=O)C=CC=C4OC)O)OC5CC(C(C(O5)C)O)NC(=O)C(F)(F)F)O. Drug 2: COC1=C2C(=CC3=C1OC=C3)C=CC(=O)O2. Cell line: SF-539. Synergy scores: CSS=53.9, Synergy_ZIP=6.05, Synergy_Bliss=5.23, Synergy_Loewe=-17.6, Synergy_HSA=3.94.